From a dataset of Peptide-MHC class I binding affinity with 185,985 pairs from IEDB/IMGT. Regression. Given a peptide amino acid sequence and an MHC pseudo amino acid sequence, predict their binding affinity value. This is MHC class I binding data. (1) The peptide sequence is SRYWAIRTR. The MHC is HLA-B07:02 with pseudo-sequence HLA-B07:02. The binding affinity (normalized) is 0.0847. (2) The peptide sequence is EELKNCNI. The MHC is HLA-B44:03 with pseudo-sequence HLA-B44:03. The binding affinity (normalized) is 0.0966. (3) The peptide sequence is GRVTVSTKR. The MHC is HLA-B27:05 with pseudo-sequence HLA-B27:05. The binding affinity (normalized) is 0.416.